This data is from Full USPTO retrosynthesis dataset with 1.9M reactions from patents (1976-2016). The task is: Predict the reactants needed to synthesize the given product. (1) Given the product [CH2:1]([O:3][C:4]([C:6]1[CH:11]=[CH:10][CH:9]=[C:8]([S:12][C:13]2[C:21]3[C:16](=[CH:17][C:18]([Cl:22])=[CH:19][CH:20]=3)[N:15]([C:25]3[CH:26]=[N:27][N:28]([CH2:30][CH2:31][CH3:32])[CH:29]=3)[C:14]=2[CH3:23])[N:7]=1)=[O:5])[CH3:2], predict the reactants needed to synthesize it. The reactants are: [CH2:1]([O:3][C:4]([C:6]1[CH:11]=[CH:10][CH:9]=[C:8]([S:12][C:13]2[C:21]3[C:16](=[CH:17][C:18]([Cl:22])=[CH:19][CH:20]=3)[NH:15][C:14]=2[CH3:23])[N:7]=1)=[O:5])[CH3:2].Br[C:25]1[CH:26]=[N:27][N:28]([CH2:30][CH2:31][CH3:32])[CH:29]=1. (2) Given the product [Cl:1][C:2]1[CH:3]=[C:4]([NH:8][C:9]([N:11]2[CH2:16][CH2:15][C:14]3[NH:17][N:18]=[C:19]([C:20]([OH:22])=[O:21])[C:13]=3[CH2:12]2)=[O:10])[CH:5]=[CH:6][CH:7]=1, predict the reactants needed to synthesize it. The reactants are: [Cl:1][C:2]1[CH:3]=[C:4]([NH:8][C:9]([N:11]2[CH2:16][CH2:15][C:14]3[NH:17][N:18]=[C:19]([C:20]([O:22]CC)=[O:21])[C:13]=3[CH2:12]2)=[O:10])[CH:5]=[CH:6][CH:7]=1.[Li+].[OH-].C(OCC)(=O)C.Cl. (3) The reactants are: C([O:3][C:4](=O)[C:5]1[CH:10]=[C:9]([Br:11])[CH:8]=[N:7][CH:6]=1)C.[BH4-].[Na+]. Given the product [Br:11][C:9]1[CH:10]=[C:5]([CH2:4][OH:3])[CH:6]=[N:7][CH:8]=1, predict the reactants needed to synthesize it. (4) Given the product [C:35]1([C:41]([C:4]2[CH:3]=[CH:8][CH:7]=[CH:6][CH:5]=2)=[CH:48][C:49]2[CH:51]=[CH:27][C:28]([C:2]3[C:3]4[C:8]([C:9]([C:18]5[CH:17]=[CH:50][C:49]([CH:51]=[C:51]([C:49]6[CH:48]=[CH:20][CH:21]=[CH:22][CH:50]=6)[C:10]6[CH:15]=[CH:14][CH:13]=[CH:12][CH:11]=6)=[CH:48][CH:19]=5)=[C:10]5[C:11]=3[CH:12]=[C:13]([O:16][CH2:17][CH:18]([CH2:23][CH3:24])[CH2:19][CH2:20][CH2:21][CH3:22])[CH:14]=[CH:15]5)=[CH:7][C:6]([O:26][CH2:27][CH:28]([CH2:33][CH3:34])[CH2:29][CH2:30][CH2:31][CH3:32])=[CH:5][CH:4]=4)=[CH:29][CH:50]=2)[CH:40]=[CH:39][CH:38]=[CH:37][CH:36]=1, predict the reactants needed to synthesize it. The reactants are: Br[C:2]1[C:3]2[C:8]([C:9](Br)=[C:10]3[C:15]=1[CH:14]=[C:13]([O:16][CH2:17][CH:18]([CH2:23][CH3:24])[CH2:19][CH2:20][CH2:21][CH3:22])[CH:12]=[CH:11]3)=[CH:7][C:6]([O:26][CH2:27][CH:28]([CH2:33][CH3:34])[CH2:29][CH2:30][CH2:31][CH3:32])=[CH:5][CH:4]=2.[C:35]1([CH3:41])[CH:40]=[CH:39][CH:38]=[CH:37][CH:36]=1.[H-].[CH2:48]([Al+][CH2:48][CH:49]([CH3:51])[CH3:50])[CH:49]([CH3:51])[CH3:50].